This data is from Full USPTO retrosynthesis dataset with 1.9M reactions from patents (1976-2016). The task is: Predict the reactants needed to synthesize the given product. (1) Given the product [C:28]([OH:30])(=[O:29])[C:26]([OH:42])=[O:40].[CH2:1]([N:3]1[CH2:4][CH2:5][N:6]([C:9]2[C:18]3[C:13](=[CH:14][CH:15]=[CH:16][CH:17]=3)[CH:12]=[C:11]([C:19]3[CH:20]=[CH:21][C:22]([CH2:25][CH:26]([CH3:27])[CH2:28][OH:29])=[CH:23][CH:24]=3)[N:10]=2)[CH2:7][CH2:8]1)[CH3:2], predict the reactants needed to synthesize it. The reactants are: [CH2:1]([N:3]1[CH2:8][CH2:7][N:6]([C:9]2[C:18]3[C:13](=[CH:14][CH:15]=[CH:16][CH:17]=3)[CH:12]=[C:11]([C:19]3[CH:24]=[CH:23][C:22]([CH2:25][CH:26]([C:28]([O:30]C)=[O:29])[CH3:27])=[CH:21][CH:20]=3)[N:10]=2)[CH2:5][CH2:4]1)[CH3:2].[H-].[Al+3].[Li+].[H-].[H-].[H-].[Cl-].[Na+].[OH-:40].[Na+].[O:42]1CCCC1. (2) Given the product [N+:1]([C:4]1[C:5]([C:14]([NH2:15])=[O:17])=[N:6][CH:7]=[C:8]([C:10]([F:13])([F:11])[F:12])[CH:9]=1)([O-:3])=[O:2], predict the reactants needed to synthesize it. The reactants are: [N+:1]([C:4]1[C:5]([C:14]#[N:15])=[N:6][CH:7]=[C:8]([C:10]([F:13])([F:12])[F:11])[CH:9]=1)([O-:3])=[O:2].S(=O)(=O)(O)[OH:17]. (3) The reactants are: [O:1]1[C:6]2[CH:7]=[CH:8][C:9]([CH2:11][C:12]3[CH:13]=[C:14]([C@@H:20]4[O:25][C@H:24]([CH2:26][O:27][C:28](=[O:41])[C@H:29]([NH:33]C(OC(C)(C)C)=O)[CH:30]([CH3:32])[CH3:31])[C@@H:23]([OH:42])[C@H:22]([OH:43])[C@H:21]4[OH:44])[CH:15]=[CH:16][C:17]=3[CH2:18][CH3:19])=[CH:10][C:5]=2[O:4][CH2:3][CH2:2]1.Cl. Given the product [O:1]1[C:6]2[CH:7]=[CH:8][C:9]([CH2:11][C:12]3[CH:13]=[C:14]([C@@H:20]4[O:25][C@H:24]([CH2:26][O:27][C:28](=[O:41])[C@H:29]([NH2:33])[CH:30]([CH3:32])[CH3:31])[C@@H:23]([OH:42])[C@H:22]([OH:43])[C@H:21]4[OH:44])[CH:15]=[CH:16][C:17]=3[CH2:18][CH3:19])=[CH:10][C:5]=2[O:4][CH2:3][CH2:2]1, predict the reactants needed to synthesize it. (4) Given the product [CH2:1]([O:3][C:4]([C:6]1[C:15](=[O:16])[C:14]2[C:9](=[CH:10][CH:11]=[C:12]([O:19][C:20]3[CH:25]=[CH:24][C:23]([NH:26][C:27](=[O:29])[CH3:28])=[CH:22][CH:21]=3)[C:13]=2[CH2:17][N:40]([CH2:41][C:42]2[CH:47]=[CH:46][CH:45]=[CH:44][CH:43]=2)[CH3:39])[N:8]([CH2:30][C:31]2[C:36]([F:37])=[CH:35][CH:34]=[CH:33][C:32]=2[F:38])[CH:7]=1)=[O:5])[CH3:2], predict the reactants needed to synthesize it. The reactants are: [CH2:1]([O:3][C:4]([C:6]1[C:15](=[O:16])[C:14]2[C:9](=[CH:10][CH:11]=[C:12]([O:19][C:20]3[CH:25]=[CH:24][C:23]([NH:26][C:27](=[O:29])[CH3:28])=[CH:22][CH:21]=3)[C:13]=2[CH2:17]Cl)[N:8]([CH2:30][C:31]2[C:36]([F:37])=[CH:35][CH:34]=[CH:33][C:32]=2[F:38])[CH:7]=1)=[O:5])[CH3:2].[CH3:39][NH:40][CH2:41][C:42]1[CH:47]=[CH:46][CH:45]=[CH:44][CH:43]=1.C(N(CC)C(C)C)(C)C.C(=O)(O)[O-].[Na+]. (5) Given the product [C:11]([OH:12])(=[O:34])/[CH:10]=[CH:9]/[C:45]([OH:46])=[O:36].[NH2:28][C:27]1[CH:26]=[CH:25][C:4]([CH2:5][C@H:6]2[C@H:11]([OH:12])[C@@H:10]([NH:13][CH2:14][C:15]3[CH:20]=[CH:19][CH:18]=[C:17]([C:21]([CH3:24])([CH3:22])[CH3:23])[CH:16]=3)[CH2:9][S:8][CH2:7]2)=[CH:3][C:2]=1[Br:1].[C:35]([OH:34])(=[O:38])/[CH:31]=[CH:32]/[C:45]([OH:46])=[O:36], predict the reactants needed to synthesize it. The reactants are: [Br:1][C:2]1[CH:3]=[C:4]([CH:25]=[CH:26][C:27]=1[N+:28]([O-])=O)[CH2:5][C@H:6]1[C@H:11]([OH:12])[C@@H:10]([NH:13][CH2:14][C:15]2[CH:20]=[CH:19][CH:18]=[C:17]([C:21]([CH3:24])([CH3:23])[CH3:22])[CH:16]=2)[CH2:9][S:8][CH2:7]1.[CH2:31]1[CH2:35][O:34]C[CH2:32]1.[OH2:36].S(S([O-])=O)([O-])=[O:38].[Na+].[Na+].[CH3:45][OH:46]. (6) Given the product [CH3:7][O:8][C:9]1[CH:10]=[C:11](/[CH:12]=[CH:26]/[C:27]([NH:29][C:30]2[CH:38]=[CH:37][CH:36]=[CH:35][C:31]=2[C:32]([OH:34])=[O:33])=[O:28])[CH:14]=[CH:15][C:16]=1[O:17][CH2:18][C:19]#[C:20][CH2:21][CH3:22], predict the reactants needed to synthesize it. The reactants are: N1CCCCC1.[CH3:7][O:8][C:9]1[CH:10]=[C:11]([CH:14]=[CH:15][C:16]=1[O:17][CH2:18][C:19]#[C:20][CH2:21][CH3:22])[CH:12]=O.C([CH2:26][C:27]([NH:29][C:30]1[CH:38]=[CH:37][CH:36]=[CH:35][C:31]=1[C:32]([OH:34])=[O:33])=[O:28])(O)=O.CC(O)=O. (7) The reactants are: C([O:3][C:4](Cl)=[O:5])C.N[C:8]1([C:19]2[CH:24]=[CH:23][CH:22]=[CH:21][C:20]=2[O:25][CH3:26])[C:16]2[C:11](=[CH:12][CH:13]=[C:14]([Cl:17])[CH:15]=2)[NH:10][C:9]1=[O:18].[OH2:27]. Given the product [Cl:17][C:14]1[CH:15]=[C:16]2[C:11](=[CH:12][CH:13]=1)[NH:10][C:9](=[O:18])[C:8]2([O:3][C:4](=[O:5])[OH:27])[C:19]1[CH:24]=[CH:23][CH:22]=[CH:21][C:20]=1[O:25][CH3:26].[C:11]1([NH-:10])[CH:16]=[CH:15][CH:14]=[CH:13][CH:12]=1, predict the reactants needed to synthesize it.